The task is: Predict the product of the given reaction.. This data is from Forward reaction prediction with 1.9M reactions from USPTO patents (1976-2016). (1) Given the reactants [N:1]1(C(C2C=C(NC3(O)C(C(=N)NC(C)CO)=CSN3)C=CC=2)=O)[C:9]2[C:4](=[CH:5][CH:6]=[CH:7][CH:8]=2)[CH:3]=[CH:2]1.N1([C:41]([C:43]2[CH:48]=[CH:47][C:46]([NH:49][C:50]3[S:54][N:53]=[C:52]([OH:55])[C:51]=3[C:56]#[N:57])=[CH:45][CH:44]=2)=[O:42])C2C(=CC=CC=2)CC1.[NH2:58][CH:59]([CH3:62])[CH2:60][OH:61], predict the reaction product. The product is: [NH:1]1[C:9]2[C:4](=[CH:5][CH:6]=[CH:7][CH:8]=2)[CH:3]([C:41]([C:43]2[CH:44]=[CH:45][C:46]([NH:49][C:50]3[S:54][N:53]=[C:52]([OH:55])[C:51]=3[C:56]([NH:58][CH:59]([CH3:62])[CH2:60][OH:61])=[NH:57])=[CH:47][CH:48]=2)=[O:42])[CH2:2]1. (2) Given the reactants Cl[C:2]1[CH:25]=[CH:24][C:5]2[C:6](=[O:23])[C:7]3[CH:14]=[C:13]([O:15][CH2:16][CH2:17][CH2:18][O:19]C(=O)C)[CH:12]=[CH:11][C:8]=3[CH2:9][CH2:10][C:4]=2[CH:3]=1.[F:26][C:27]1[CH:33]=[C:32]([F:34])[CH:31]=[CH:30][C:28]=1[NH2:29].C1(P(C2CCCCC2)C2C=CC=CC=2C2C(C(C)C)=CC(C(C)C)=CC=2C(C)C)CCCCC1.CC([O-])(C)C.[K+], predict the reaction product. The product is: [F:26][C:27]1[CH:33]=[C:32]([F:34])[CH:31]=[CH:30][C:28]=1[NH:29][C:2]1[CH:25]=[CH:24][C:5]2[C:6](=[O:23])[C:7]3[CH:14]=[C:13]([O:15][CH2:16][CH2:17][CH2:18][OH:19])[CH:12]=[CH:11][C:8]=3[CH2:9][CH2:10][C:4]=2[CH:3]=1. (3) Given the reactants OS(O)(=O)=O.[NH2:6][C:7]1[N:11]([CH:12]2[CH2:16][CH2:15][CH2:14][CH2:13]2)[N:10]=[CH:9][C:8]=1[C:17]#[N:18].[NH4+].[OH-:20], predict the reaction product. The product is: [NH2:6][C:7]1[N:11]([CH:12]2[CH2:16][CH2:15][CH2:14][CH2:13]2)[N:10]=[CH:9][C:8]=1[C:17]([NH2:18])=[O:20]. (4) Given the reactants Cl[C:2]([C:4]1[CH:31]=[C:7]2[CH2:8][N:9]([C:13]([O:15][CH2:16][C:17]3[CH:22]=[C:21]([C:23]([F:26])([F:25])[F:24])[CH:20]=[C:19]([C:27]([F:30])([F:29])[F:28])[CH:18]=3)=[O:14])[CH2:10][CH2:11][CH2:12][N:6]2[N:5]=1)=[O:3].[CH3:32][S:33]([NH2:36])(=[O:35])=[O:34].C(N(C(C)C)CC)(C)C, predict the reaction product. The product is: [CH3:32][S:33]([NH:36][C:2]([C:4]1[CH:31]=[C:7]2[CH2:8][N:9]([C:13]([O:15][CH2:16][C:17]3[CH:22]=[C:21]([C:23]([F:26])([F:25])[F:24])[CH:20]=[C:19]([C:27]([F:30])([F:29])[F:28])[CH:18]=3)=[O:14])[CH2:10][CH2:11][CH2:12][N:6]2[N:5]=1)=[O:3])(=[O:35])=[O:34].